This data is from Forward reaction prediction with 1.9M reactions from USPTO patents (1976-2016). The task is: Predict the product of the given reaction. The product is: [CH:1]1([C:6]2([CH2:14][CH2:15][C:16]3[CH:21]=[CH:20][C:19]([OH:22])=[C:18]([CH2:26][CH3:27])[CH:17]=3)[O:7][C:8](=[O:13])[CH2:9][C:10](=[O:12])[CH2:11]2)[CH2:5][CH2:4][CH2:3][CH2:2]1. Given the reactants [CH:1]1([C:6]2([CH2:14][CH2:15][C:16]3[CH:21]=[CH:20][C:19]([O:22]C(=O)C)=[C:18]([CH2:26][CH3:27])[CH:17]=3)[CH2:11][C:10](=[O:12])[CH2:9][C:8](=[O:13])[O:7]2)[CH2:5][CH2:4][CH2:3][CH2:2]1.C(=O)([O-])[O-].[K+].[K+], predict the reaction product.